Dataset: Forward reaction prediction with 1.9M reactions from USPTO patents (1976-2016). Task: Predict the product of the given reaction. (1) Given the reactants [CH3:1][C:2]1[CH:3]=[C:4]2[C:10]3([CH2:15][CH2:14][N:13]([CH2:16]/[CH:17]=[CH:18]/[C:19]4[CH:24]=[CH:23][C:22]([Cl:25])=[CH:21][CH:20]=4)[CH2:12][CH2:11]3)[CH2:9][NH:8][C:5]2=[CH:6][CH:7]=1.[CH2:26]1[CH2:30][O:29][CH2:28][CH2:27]1, predict the reaction product. The product is: [C:5]([C:4]1[CH:28]=[CH:27][C:26]([C:30]([N:8]2[C:5]3[C:4](=[CH:3][C:2]([CH3:1])=[CH:7][CH:6]=3)[C:10]3([CH2:15][CH2:14][N:13]([CH2:16]/[CH:17]=[CH:18]/[C:19]4[CH:20]=[CH:21][C:22]([Cl:25])=[CH:23][CH:24]=4)[CH2:12][CH2:11]3)[CH2:9]2)=[O:29])=[CH:2][CH:3]=1)#[N:8]. (2) Given the reactants [CH2:1]([NH2:8])[C:2]1[CH:7]=[CH:6][CH:5]=[CH:4][CH:3]=1.[C:9]([O:13][C:14](=[O:39])[NH:15][C@H:16]1[CH2:21][CH2:20][C@H:19]([C:22]([CH:37]=O)=[CH:23][C:24]2[C:33]3[C:28](=[CH:29][CH:30]=[C:31]([O:34][CH3:35])[N:32]=3)[N:27]=[CH:26][C:25]=2[Cl:36])[CH2:18][CH2:17]1)([CH3:12])([CH3:11])[CH3:10].C(O)(=O)C.C([BH3-])#N.[Na+], predict the reaction product. The product is: [C:9]([O:13][C:14](=[O:39])[NH:15][C@H:16]1[CH2:17][CH2:18][C@H:19]([C:22]([CH2:37][NH:8][CH2:1][C:2]2[CH:7]=[CH:6][CH:5]=[CH:4][CH:3]=2)=[CH:23][C:24]2[C:33]3[C:28](=[CH:29][CH:30]=[C:31]([O:34][CH3:35])[N:32]=3)[N:27]=[CH:26][C:25]=2[Cl:36])[CH2:20][CH2:21]1)([CH3:12])([CH3:10])[CH3:11]. (3) The product is: [NH2:19][C:20]1[CH:24]=[CH:23][S:22][C:21]=1[C:25]([CH2:27][CH:28]([CH3:30])[CH3:29])=[CH2:26]. Given the reactants C1(C)C=CC(S(O)(=O)=O)=CC=1.CC(C)CC(=O)C.[NH2:19][C:20]1[CH:24]=[CH:23][S:22][C:21]=1/[C:25](=[CH:27]/[CH:28]([CH3:30])[CH3:29])/[CH3:26].NC1C=CSC=1/C(=C\C(C)C)/C, predict the reaction product. (4) Given the reactants C([O:3][Si](OCC)(OCC)OCC)C.[CH2:14]([O:16][Si:17]([O:24][CH2:25][CH3:26])([O:21][CH2:22][CH3:23])[O:18][CH2:19][CH3:20])[CH3:15].CC(O)C, predict the reaction product. The product is: [OH2:3].[CH2:19]([O:18][Si:17]([O:21][CH2:22][CH3:23])([O:16][CH2:14][CH3:15])[O:24][CH2:25][CH3:26])[CH3:20]. (5) Given the reactants [CH3:1][CH2:2][C@@H:3]([C@@H:5]1[NH:73][C:71](=[O:72])[C@H:70]([CH2:74][CH2:75][CH2:76][NH:77][C:78]([NH2:80])=[NH:79])[NH:69][C:67](=[O:68])[C@H:66]([CH2:81][C:82]([OH:84])=[O:83])[NH:65][C:63](=[O:64])[C@H:62]([CH2:85][CH2:86][S:87][CH3:88])[NH:61][C:59](=[O:60])[C@H:58]([CH2:89][CH2:90][CH2:91][NH:92][C:93]([NH2:95])=[NH:94])[NH:57][C:55](=[O:56])[CH2:54][NH:53][C:51](=[O:52])[CH2:50][NH:49][C:47](=[O:48])[C@H:46]([CH2:96][C:97]2[CH:98]=[CH:99][CH:100]=[CH:101][CH:102]=2)[NH:45][C:43](=[O:44])[C@@H:42]([NH:103][C:104]([C@@H:106]([NH:109][C:110]([C@@H:112]([NH:115][C:116]([C@@H:118]([NH:126][C:127]([C@@H:129]([NH:137][C:138]([C@@H:140]([NH:145][C:146]([C@@H:148]([NH2:151])[CH2:149][OH:150])=[O:147])[CH2:141][CH:142]([CH3:144])[CH3:143])=[O:139])[CH2:130][CH2:131][CH2:132][NH:133][C:134]([NH2:136])=[NH:135])=[O:128])[CH2:119][CH2:120][CH2:121][NH:122][C:123]([NH2:125])=[NH:124])=[O:117])[CH2:113][OH:114])=[O:111])[CH2:107][OH:108])=[O:105])[CH2:41][S:40][S:39][CH2:38][C@@H:37]([C:152]([NH:154][C@H:155]([C:160]([NH:162][C@H:163]([C:166]([NH:168][C@H:169]([C:177]([NH:179][C@H:180]([C:188]([NH:190][C@H:191]([C:200]([OH:202])=[O:201])[CH2:192][C:193]2[CH:194]=[CH:195][C:196]([OH:199])=[CH:197][CH:198]=2)=[O:189])[CH2:181][CH2:182][CH2:183][NH:184][C:185]([NH2:187])=[NH:186])=[O:178])[CH2:170][C:171]2[CH:172]=[CH:173][CH:174]=[CH:175][CH:176]=2)=[O:167])[CH2:164][OH:165])=[O:161])[CH2:156][C:157]([NH2:159])=[O:158])=[O:153])[NH:36][C:34](=[O:35])[CH2:33][NH:32][C:30](=[O:31])[C@H:29]([CH2:203][CH:204]([CH3:206])[CH3:205])[NH:28][C:26](=[O:27])[CH2:25][NH:24][C:22](=[O:23])[C@H:21]([CH2:207][OH:208])[NH:20][C:18](=[O:19])[C@H:17]([CH2:209][CH2:210][C:211]([NH2:213])=[O:212])[NH:16][C:14](=[O:15])[C@H:13]([CH3:214])[NH:12][C:10](=[O:11])[CH2:9][NH:8][C:6]1=[O:7])[CH3:4].[NH2:215][C@H:216]([C:219]([OH:221])=[O:220])[CH2:217][SH:218], predict the reaction product. The product is: [CH3:1][CH2:2][C@@H:3]([C@@H:5]1[NH:73][C:71](=[O:72])[C@H:70]([CH2:74][CH2:75][CH2:76][NH:77][C:78]([NH2:80])=[NH:79])[NH:69][C:67](=[O:68])[C@H:66]([CH2:81][C:82]([OH:84])=[O:83])[NH:65][C:63](=[O:64])[C@H:62]([CH2:85][CH2:86][S:87][CH3:88])[NH:61][C:59](=[O:60])[C@H:58]([CH2:89][CH2:90][CH2:91][NH:92][C:93]([NH2:95])=[NH:94])[NH:57][C:55](=[O:56])[CH2:54][NH:53][C:51](=[O:52])[CH2:50][NH:49][C:47](=[O:48])[C@H:46]([CH2:96][C:97]2[CH:98]=[CH:99][CH:100]=[CH:101][CH:102]=2)[NH:45][C:43](=[O:44])[C@@H:42]([NH:103][C:104]([C@@H:106]([NH:109][C:110]([C@@H:112]([NH:115][C:116]([C@@H:118]([NH:126][C:127]([C@@H:129]([NH:137][C:138]([C@@H:140]([NH:145][C:146]([C@@H:148]([NH2:151])[CH2:149][OH:150])=[O:147])[CH2:141][CH:142]([CH3:143])[CH3:144])=[O:139])[CH2:130][CH2:131][CH2:132][NH:133][C:134]([NH2:136])=[NH:135])=[O:128])[CH2:119][CH2:120][CH2:121][NH:122][C:123]([NH2:125])=[NH:124])=[O:117])[CH2:113][OH:114])=[O:111])[CH2:107][OH:108])=[O:105])[CH2:41][S:40][S:39][CH2:38][C@@H:37]([C:152]([NH:154][C@H:155]([C:160]([NH:162][C@H:163]([C:166]([NH:168][C@H:169]([C:177]([NH:179][C@H:180]([C:188]([NH:190][C@H:191]([C:200]([OH:202])=[O:201])[CH2:192][C:193]2[CH:194]=[CH:195][C:196]([OH:199])=[CH:197][CH:198]=2)=[O:189])[CH2:181][CH2:182][CH2:183][NH:184][C:185]([NH2:187])=[NH:186])=[O:178])[CH2:170][C:171]2[CH:176]=[CH:175][CH:174]=[CH:173][CH:172]=2)=[O:167])[CH2:164][OH:165])=[O:161])[CH2:156][C:157]([NH2:159])=[O:158])=[O:153])[NH:36][C:34](=[O:35])[CH2:33][NH:32][C:30](=[O:31])[C@H:29]([CH2:203][CH:204]([CH3:205])[CH3:206])[NH:28][C:26](=[O:27])[CH2:25][NH:24][C:22](=[O:23])[C@H:21]([CH2:207][OH:208])[NH:20][C:18](=[O:19])[C@H:17]([CH2:209][CH2:210][C:211]([NH2:213])=[O:212])[NH:16][C:14](=[O:15])[C@H:13]([CH3:214])[NH:12][C:10](=[O:11])[CH2:9][NH:8][C:6]1=[O:7])[CH3:4].[NH2:215][C@H:216]([C:219]([OH:221])=[O:220])[CH2:217][SH:218]. (6) Given the reactants [CH2:1]([C:3]1[CH:8]=[CH:7][C:6]([C@H:9]2[CH2:14][C@@H:13]([C:15]([F:18])([F:17])[F:16])[N:12]3[N:19]=[CH:20][C:21]([C:22]([OH:24])=O)=[C:11]3[NH:10]2)=[CH:5][CH:4]=1)[CH3:2].CN(C(ON1N=NC2C=CC=NC1=2)=[N+](C)C)C.F[P-](F)(F)(F)(F)F.C(N(CC)C(C)C)(C)C.[F:58][C:59]1[CH:64]=[C:63]([F:65])[CH:62]=[CH:61][C:60]=1[CH2:66][NH2:67], predict the reaction product. The product is: [F:58][C:59]1[CH:64]=[C:63]([F:65])[CH:62]=[CH:61][C:60]=1[CH2:66][NH:67][C:22]([C:21]1[CH:20]=[N:19][N:12]2[C@H:13]([C:15]([F:18])([F:17])[F:16])[CH2:14][C@H:9]([C:6]3[CH:7]=[CH:8][C:3]([CH2:1][CH3:2])=[CH:4][CH:5]=3)[NH:10][C:11]=12)=[O:24].